Dataset: Catalyst prediction with 721,799 reactions and 888 catalyst types from USPTO. Task: Predict which catalyst facilitates the given reaction. (1) Reactant: [NH:1]1[CH2:6][CH2:5][O:4][CH2:3][CH2:2]1.C(=O)([O-])[O-].[Na+].[Na+].Cl[C:14]1[N:19]=[C:18]([O:20][C:21]2[CH:49]=[CH:48][CH:47]=[CH:46][C:22]=2[CH2:23][NH:24][C:25]([NH:27][C:28]2[N:32]([C:33]3[CH:38]=[CH:37][C:36]([CH:39]([CH3:41])[CH3:40])=[CH:35][CH:34]=3)[N:31]=[C:30]([C:42]([CH3:45])([CH3:44])[CH3:43])[CH:29]=2)=[O:26])[CH:17]=[CH:16][N:15]=1. Product: [O:4]1[CH2:5][CH2:6][N:1]([C:14]2[N:19]=[C:18]([O:20][C:21]3[CH:49]=[CH:48][CH:47]=[CH:46][C:22]=3[CH2:23][NH:24][C:25]([NH:27][C:28]3[N:32]([C:33]4[CH:38]=[CH:37][C:36]([CH:39]([CH3:41])[CH3:40])=[CH:35][CH:34]=4)[N:31]=[C:30]([C:42]([CH3:43])([CH3:45])[CH3:44])[CH:29]=3)=[O:26])[CH:17]=[CH:16][N:15]=2)[CH2:2][CH2:3]1. The catalyst class is: 8. (2) Reactant: Cl[C:2]1[N:7]=[CH:6][C:5]([O:8][CH2:9][CH2:10][C@H:11]([CH:13]2[CH2:18][CH2:17][N:16]([C:19]3[O:23][N:22]=[C:21]([CH:24]([CH3:26])[CH3:25])[N:20]=3)[CH2:15][CH2:14]2)[CH3:12])=[CH:4][N:3]=1.[C:27]([O:31][C:32](=[O:48])[NH:33][C@@H:34]1[C@@H:38]([C:39]2[CH:44]=[C:43]([F:45])[C:42]([F:46])=[CH:41][C:40]=2[F:47])[CH2:37][NH:36][CH2:35]1)([CH3:30])([CH3:29])[CH3:28].C1CCN2C(=NCCC2)CC1.O. Product: [C:27]([O:31][C:32](=[O:48])[NH:33][C@@H:34]1[C@@H:38]([C:39]2[CH:44]=[C:43]([F:45])[C:42]([F:46])=[CH:41][C:40]=2[F:47])[CH2:37][N:36]([C:2]2[N:7]=[CH:6][C:5]([O:8][CH2:9][CH2:10][C@H:11]([CH:13]3[CH2:18][CH2:17][N:16]([C:19]4[O:23][N:22]=[C:21]([CH:24]([CH3:26])[CH3:25])[N:20]=4)[CH2:15][CH2:14]3)[CH3:12])=[CH:4][N:3]=2)[CH2:35]1)([CH3:30])([CH3:28])[CH3:29]. The catalyst class is: 16. (3) Reactant: [F:1][C:2]1[CH:3]=[C:4]2[C:28](=[CH:29][CH:30]=1)[O:27][C:7]1([CH2:12][CH2:11][N:10]([C:13]([C:15]3[CH:16]=[CH:17][C:18]([O:23][CH:24]([CH3:26])[CH3:25])=[C:19]([CH:22]=3)[C:20]#[N:21])=[O:14])[CH2:9][CH2:8]1)[CH2:6][C@H:5]2[O:31][CH:32]([CH3:34])[CH3:33]. Product: [NH2:21][CH2:20][C:19]1[CH:22]=[C:15]([C:13]([N:10]2[CH2:9][CH2:8][C:7]3([CH2:6][C@@H:5]([O:31][CH:32]([CH3:34])[CH3:33])[C:4]4[C:28](=[CH:29][CH:30]=[C:2]([F:1])[CH:3]=4)[O:27]3)[CH2:12][CH2:11]2)=[O:14])[CH:16]=[CH:17][C:18]=1[O:23][CH:24]([CH3:26])[CH3:25]. The catalyst class is: 32. (4) Reactant: [Br:1][C:2]1[N:7]=[C:6]([CH:8]=O)[C:5]([F:10])=[CH:4][CH:3]=1.[CH2:11](P(=O)(OCC)OCC)[C:12]1[CH:17]=[CH:16][CH:15]=[CH:14][CH:13]=1.CC(C)([O-])C.[K+]. Product: [Br:1][C:2]1[N:7]=[C:6](/[CH:8]=[CH:11]/[C:12]2[CH:17]=[CH:16][CH:15]=[CH:14][CH:13]=2)[C:5]([F:10])=[CH:4][CH:3]=1. The catalyst class is: 7. (5) Reactant: [F:1][C:2]1[CH:3]=[C:4]2[C:8](=[CH:9][CH:10]=1)[NH:7][CH:6]=[CH:5]2.[C:11]([O:15][C:16]([N:18]1[CH2:23][CH2:22][C:21](=O)[CH2:20][CH2:19]1)=[O:17])([CH3:14])([CH3:13])[CH3:12].[OH-].[K+]. Product: [C:11]([O:15][C:16]([N:18]1[CH2:19][CH:20]=[C:21]([C:5]2[C:4]3[C:8](=[CH:9][CH:10]=[C:2]([F:1])[CH:3]=3)[NH:7][CH:6]=2)[CH2:22][CH2:23]1)=[O:17])([CH3:14])([CH3:12])[CH3:13]. The catalyst class is: 5. (6) Reactant: [CH3:1][CH:2]([NH2:24])[C:3]#[C:4][C:5]1[S:9][C:8]([O:10][C:11]2[CH:16]=[CH:15][C:14]([O:17][C:18]3[CH:23]=[CH:22][CH:21]=[CH:20][CH:19]=3)=[CH:13][CH:12]=2)=[N:7][CH:6]=1.C(N(C(C)C)CC)(C)C.Cl[C:35]([O:37][CH3:38])=[O:36]. Product: [CH3:1][CH:2]([NH:24][C:35](=[O:36])[O:37][CH3:38])[C:3]#[C:4][C:5]1[S:9][C:8]([O:10][C:11]2[CH:16]=[CH:15][C:14]([O:17][C:18]3[CH:23]=[CH:22][CH:21]=[CH:20][CH:19]=3)=[CH:13][CH:12]=2)=[N:7][CH:6]=1. The catalyst class is: 96. (7) Reactant: [NH2:1][CH2:2][CH2:3][NH:4][C:5]([C:7]1[CH:8]=[N:9][N:10]2[C:15]([CH3:16])=[C:14]([CH2:17][C:18]3[CH:23]=[CH:22][CH:21]=[C:20]([CH3:24])[CH:19]=3)[C:13]([CH3:25])=[N:12][C:11]=12)=[O:6].[N:26]1[CH:31]=[CH:30][N:29]=[CH:28][C:27]=1[C:32](O)=[O:33].CN(C(ON1N=NC2C=CC=CC1=2)=[N+](C)C)C.[B-](F)(F)(F)F. Product: [CH3:25][C:13]1[C:14]([CH2:17][C:18]2[CH:23]=[CH:22][CH:21]=[C:20]([CH3:24])[CH:19]=2)=[C:15]([CH3:16])[N:10]2[N:9]=[CH:8][C:7]([C:5]([NH:4][CH2:3][CH2:2][NH:1][C:32]([C:27]3[CH:28]=[N:29][CH:30]=[CH:31][N:26]=3)=[O:33])=[O:6])=[C:11]2[N:12]=1. The catalyst class is: 3. (8) Reactant: [Br:1][C:2]1[C:3]([C:11]2[O:12][CH:13]=[CH:14][CH:15]=2)=[N:4][C:5]([NH2:10])=[N:6][C:7]=1[S:8][CH3:9].C1(C2[O:24]N2S(C2C=CC=CC=2)(=O)=O)C=CC=CC=1. Product: [Br:1][C:2]1[C:3]([C:11]2[O:12][CH:13]=[CH:14][CH:15]=2)=[N:4][C:5]([NH2:10])=[N:6][C:7]=1[S:8]([CH3:9])=[O:24]. The catalyst class is: 4. (9) Reactant: [CH3:1][O:2][C:3]1[CH:8]=[C:7]([CH3:9])[C:6]([S:10]([N:13]([CH2:15][C:16]2[O:20][C:19]([C:21]([O:23]C)=O)=[N:18][N:17]=2)[CH3:14])(=[O:12])=[O:11])=[C:5]([CH3:25])[CH:4]=1.[CH3:26][N:27]1[CH2:32][CH2:31][CH2:30][CH:29]([CH2:33][N:34]2[CH2:39][CH2:38][NH:37][CH2:36][CH2:35]2)[CH2:28]1.C[Al](C)C. Product: [NH3:13].[CH3:1][O:2][C:3]1[CH:8]=[C:7]([CH3:9])[C:6]([S:10]([N:13]([CH3:14])[CH2:15][C:16]2[O:20][C:19]([C:21]([N:37]3[CH2:36][CH2:35][N:34]([CH2:33][CH:29]4[CH2:30][CH2:31][CH2:32][N:27]([CH3:26])[CH2:28]4)[CH2:39][CH2:38]3)=[O:23])=[N:18][N:17]=2)(=[O:11])=[O:12])=[C:5]([CH3:25])[CH:4]=1. The catalyst class is: 26.